This data is from Full USPTO retrosynthesis dataset with 1.9M reactions from patents (1976-2016). The task is: Predict the reactants needed to synthesize the given product. (1) Given the product [Cl:1][C:2]1[CH:7]=[CH:6][CH:5]=[C:4]([CH3:8])[C:3]=1[NH:9][C:10]1[NH:11][C:12]2[C:18]3[CH2:19][C:20]([CH3:23])([CH3:22])[O:21][C:17]=3[C:16]([C:24]([NH:31][C:30]3[CH:32]=[CH:33][C:34]([F:37])=[C:35]([F:36])[C:29]=3[F:28])=[O:26])=[CH:15][C:13]=2[N:14]=1, predict the reactants needed to synthesize it. The reactants are: [Cl:1][C:2]1[CH:7]=[CH:6][CH:5]=[C:4]([CH3:8])[C:3]=1[NH:9][C:10]1[NH:11][C:12]2[C:18]3[CH2:19][C:20]([CH3:23])([CH3:22])[O:21][C:17]=3[C:16]([C:24]([O:26]C)=O)=[CH:15][C:13]=2[N:14]=1.[F:28][C:29]1[C:35]([F:36])=[C:34]([F:37])[CH:33]=[CH:32][C:30]=1[NH2:31].C[Al](C)C. (2) Given the product [Cl:52][C:34]1[C:35]([NH:37][C:38]2[CH:43]=[CH:42][C:41]([N:44]3[CH2:45][CH2:46][O:47][CH2:48][CH2:49]3)=[CH:40][C:39]=2[O:50][CH3:51])=[N:36][C:31]([NH:29][C:27]2[CH:26]=[CH:25][C:24]3[N:18]([CH2:16][CH3:17])[CH2:19][CH2:20][CH2:21][O:22][C:23]=3[CH:28]=2)=[N:32][CH:33]=1, predict the reactants needed to synthesize it. The reactants are: C12(CS(O)(=O)=O)C(C)(C)C(CC1)CC2=O.[CH2:16]([N:18]1[C:24]2[CH:25]=[CH:26][C:27]([NH2:29])=[CH:28][C:23]=2[O:22][CH2:21][CH2:20][CH2:19]1)[CH3:17].Cl[C:31]1[N:36]=[C:35]([NH:37][C:38]2[CH:43]=[CH:42][C:41]([N:44]3[CH2:49][CH2:48][O:47][CH2:46][CH2:45]3)=[CH:40][C:39]=2[O:50][CH3:51])[C:34]([Cl:52])=[CH:33][N:32]=1.C(=O)([O-])[O-]. (3) Given the product [Cl:1][C:2]1[CH:10]=[C:9]2[C:5]([C:6]([C:11]([N:13]3[CH2:18][CH2:17][C:16]4([C:22]5[CH:23]=[CH:24][CH:25]=[CH:26][C:21]=5[C:20](=[O:27])[O:19]4)[CH2:15][CH2:14]3)=[O:12])=[CH:7][N:8]2[CH2:29][C:30](=[O:31])[N:32]2[CH2:37][CH2:36][CH2:35][CH2:34][CH2:33]2)=[CH:4][CH:3]=1, predict the reactants needed to synthesize it. The reactants are: [Cl:1][C:2]1[CH:10]=[C:9]2[C:5]([C:6]([C:11]([N:13]3[CH2:18][CH2:17][C:16]4([C:22]5[CH:23]=[CH:24][CH:25]=[CH:26][C:21]=5[C:20](=[O:27])[O:19]4)[CH2:15][CH2:14]3)=[O:12])=[CH:7][NH:8]2)=[CH:4][CH:3]=1.Cl[CH2:29][C:30]([N:32]1[CH2:37][CH2:36][CH2:35][CH2:34][CH2:33]1)=[O:31]. (4) The reactants are: [F:1][C:2]1[CH:7]=[CH:6][CH:5]=[CH:4][C:3]=1[N:8]1[CH2:13][CH2:12][N:11]([CH2:14][CH2:15][NH2:16])[CH2:10][CH2:9]1.[CH2:17]([C:20]1[N:24]([C:25]2[CH:30]=[CH:29][CH:28]=[CH:27][CH:26]=2)[N:23]=[C:22]([CH:31]=O)[CH:21]=1)[CH2:18][CH3:19]. Given the product [F:1][C:2]1[CH:7]=[CH:6][CH:5]=[CH:4][C:3]=1[N:8]1[CH2:9][CH2:10][N:11]([CH2:14][CH2:15][NH:16][CH2:31][C:22]2[CH:21]=[C:20]([CH2:17][CH2:18][CH3:19])[N:24]([C:25]3[CH:30]=[CH:29][CH:28]=[CH:27][CH:26]=3)[N:23]=2)[CH2:12][CH2:13]1, predict the reactants needed to synthesize it. (5) The reactants are: [Cl:1][C:2]1[CH:7]=[CH:6][C:5]([C:8]2[CH:9]=[C:10]([NH2:20])[CH:11]=[N:12][C:13]=2[O:14][CH2:15][C:16]([F:19])([F:18])[F:17])=[CH:4][CH:3]=1.[CH3:21][O:22][C:23]1[CH:24]=[C:25]([C:29](O)=[O:30])[CH:26]=[N:27][CH:28]=1. Given the product [Cl:1][C:2]1[CH:3]=[CH:4][C:5]([C:8]2[CH:9]=[C:10]([NH:20][C:29](=[O:30])[C:25]3[CH:24]=[C:23]([O:22][CH3:21])[CH:28]=[N:27][CH:26]=3)[CH:11]=[N:12][C:13]=2[O:14][CH2:15][C:16]([F:17])([F:18])[F:19])=[CH:6][CH:7]=1, predict the reactants needed to synthesize it. (6) Given the product [Cl:20][C:21]1[CH:22]=[CH:23][C:24]([CH2:25][NH:26][C:27]([C:29]2[C:30](=[O:42])[C:31]3[CH:38]=[C:37]([CH2:39][N:40]([CH2:2][C:3]([C:5]4[CH:10]=[CH:9][C:8]([N:11]([CH3:13])[CH3:12])=[CH:7][CH:6]=4)=[O:4])[CH3:41])[S:36][C:32]=3[N:33]([CH3:35])[CH:34]=2)=[O:28])=[CH:43][CH:44]=1, predict the reactants needed to synthesize it. The reactants are: Br[CH2:2][C:3]([C:5]1[CH:10]=[CH:9][C:8]([N:11]([CH3:13])[CH3:12])=[CH:7][CH:6]=1)=[O:4].C(=O)([O-])[O-].[K+].[K+].[Cl:20][C:21]1[CH:44]=[CH:43][C:24]([CH2:25][NH:26][C:27]([C:29]2[C:30](=[O:42])[C:31]3[CH:38]=[C:37]([CH2:39][NH:40][CH3:41])[S:36][C:32]=3[N:33]([CH3:35])[CH:34]=2)=[O:28])=[CH:23][CH:22]=1. (7) Given the product [N:43]1[CH:44]=[CH:45][CH:46]=[C:41]([CH2:40][NH:39][C:2]2[CH:9]=[C:8]([N:10]3[C:22]4[CH:21]=[CH:20][CH:19]=[C:18]([C:23]5[CH:24]=[N:25][C:26]6[C:31]([CH:32]=5)=[CH:30][CH:29]=[CH:28][CH:27]=6)[C:17]=4[C:16]4[C:11]3=[CH:12][CH:13]=[CH:14][CH:15]=4)[CH:7]=[CH:6][C:3]=2[C:4]([NH2:5])=[O:47])[CH:42]=1, predict the reactants needed to synthesize it. The reactants are: F[C:2]1[CH:9]=[C:8]([N:10]2[C:22]3[CH:21]=[CH:20][CH:19]=[C:18]([C:23]4[CH:24]=[N:25][C:26]5[C:31]([CH:32]=4)=[CH:30][CH:29]=[CH:28][CH:27]=5)[C:17]=3[C:16]3[C:11]2=[CH:12][CH:13]=[CH:14][CH:15]=3)[CH:7]=[CH:6][C:3]=1[C:4]#[N:5].C(=O)([O-])[O-].[K+].[K+].[NH2:39][CH2:40][C:41]1[CH:42]=[N:43][CH:44]=[CH:45][CH:46]=1.[OH-:47].[Na+].OO. (8) Given the product [F:1][C:2]1[CH:7]=[CH:6][C:5]([N:8]2[C:13]([C:14]([F:17])([F:16])[F:15])=[CH:12][CH:11]=[C:10]([C:18]([OH:22])=[O:21])[C:9]2=[O:20])=[CH:4][CH:3]=1, predict the reactants needed to synthesize it. The reactants are: [F:1][C:2]1[CH:7]=[CH:6][C:5]([N:8]2[C:13]([C:14]([F:17])([F:16])[F:15])=[CH:12][CH:11]=[C:10]([C:18]#N)[C:9]2=[O:20])=[CH:4][CH:3]=1.[OH2:21].[OH-:22].[Na+]. (9) Given the product [CH3:35][C:36]([OH:40])([C:38]#[C:39][C:2]#[C:3][C:4]1[CH:9]=[CH:8][CH:7]=[CH:6][CH:5]=1)[CH3:37], predict the reactants needed to synthesize it. The reactants are: Br[C:2]#[C:3][C:4]1[CH:9]=[CH:8][CH:7]=[CH:6][CH:5]=1.C(=O)([O-])[O-].[K+].[K+].C1(P(C2C=CC=CC=2)C2C=CC=CC=2)C=CC=CC=1.[CH3:35][C:36]([OH:40])([C:38]#[CH:39])[CH3:37]. (10) Given the product [Si:1]([O:8][C:9]1[CH:18]=[C:17]([CH2:19][CH2:20][CH2:21][CH2:22][CH3:23])[CH:16]=[C:15]2[C:10]=1[C@H:11]1[CH2:28][CH2:27][CH2:26][CH2:25][C@H:12]1[C:13](=[O:24])[O:14]2)([C:4]([CH3:5])([CH3:6])[CH3:7])([CH3:3])[CH3:2], predict the reactants needed to synthesize it. The reactants are: [Si:1]([O:8][C:9]1[CH:18]=[C:17]([CH2:19][CH2:20][CH2:21][CH2:22][CH3:23])[CH:16]=[C:15]2[C:10]=1[C:11]1[CH2:28][CH2:27][CH2:26][CH2:25][C:12]=1[C:13](=[O:24])[O:14]2)([C:4]([CH3:7])([CH3:6])[CH3:5])([CH3:3])[CH3:2].